This data is from Reaction yield outcomes from USPTO patents with 853,638 reactions. The task is: Predict the reaction yield, written as a fraction of the theoretical maximum amount of product (1.0 means a 100% yield; for example, 0.34 means a 34% yield). (1) The reactants are [CH:1]1([NH:6][C:7]2[CH:12]=[CH:11][N:10]3[N:13]=[C:14]([C:23]4[CH:28]=[CH:27][C:26]([O:29][CH3:30])=[CH:25][CH:24]=4)[C:15]([C:16](=O)[CH:17]=[CH:18]N(C)C)=[C:9]3[CH:8]=2)[CH2:5][CH2:4][CH2:3][CH2:2]1.Cl.[CH:32]1([NH:37][C:38]([NH2:40])=[NH:39])[CH2:36][CH2:35][CH2:34][CH2:33]1.C(=O)([O-])[O-].[K+].[K+].O. The catalyst is CN(C)C=O. The product is [CH:1]1([NH:6][C:7]2[CH:12]=[CH:11][N:10]3[N:13]=[C:14]([C:23]4[CH:24]=[CH:25][C:26]([O:29][CH3:30])=[CH:27][CH:28]=4)[C:15]([C:16]4[CH:17]=[CH:18][N:40]=[C:38]([NH:37][CH:32]5[CH2:36][CH2:35][CH2:34][CH2:33]5)[N:39]=4)=[C:9]3[CH:8]=2)[CH2:2][CH2:3][CH2:4][CH2:5]1. The yield is 0.870. (2) The reactants are [F:1][C:2]1[CH:7]=[CH:6][CH:5]=[C:4]([F:8])[C:3]=1[N:9]1[C:14]2[N:15]=[C:16]([NH:27][CH2:28][CH2:29][NH2:30])[N:17]=[C:18]([C:19]3[CH:24]=[CH:23][C:22]([F:25])=[CH:21][C:20]=3[CH3:26])[C:13]=2[CH:12]=[CH:11][C:10]1=[O:31].[CH3:32][N:33]=[C:34]=[O:35]. No catalyst specified. The product is [F:1][C:2]1[CH:7]=[CH:6][CH:5]=[C:4]([F:8])[C:3]=1[N:9]1[C:14]2[N:15]=[C:16]([N:27]([CH2:28][CH2:29][NH2:30])[C:34]([NH:33][CH3:32])=[O:35])[N:17]=[C:18]([C:19]3[CH:24]=[CH:23][C:22]([F:25])=[CH:21][C:20]=3[CH3:26])[C:13]=2[CH:12]=[CH:11][C:10]1=[O:31]. The yield is 0.590. (3) The reactants are [CH2:1]([C:8]1[O:9][C:10]([CH3:28])=[C:11]([CH3:27])[C:12]=1[C:13]([C:15]1[CH:20]=[CH:19][C:18]([OH:21])=[C:17]([CH:22]2[CH2:26][CH2:25][CH2:24][CH2:23]2)[CH:16]=1)=[O:14])[C:2]1[CH:7]=[CH:6][CH:5]=[CH:4][CH:3]=1.Cl[S:30]([C:33]1[CH:41]=[CH:40][C:36]([C:37]([OH:39])=[O:38])=[C:35]([OH:42])[CH:34]=1)(=[O:32])=[O:31]. No catalyst specified. The product is [CH2:1]([C:8]1[O:9][C:10]([CH3:28])=[C:11]([CH3:27])[C:12]=1[C:13]([C:15]1[CH:20]=[CH:19][C:18]([O:21][S:30]([C:33]2[CH:41]=[CH:40][C:36]([C:37]([OH:39])=[O:38])=[C:35]([OH:42])[CH:34]=2)(=[O:32])=[O:31])=[C:17]([CH:22]2[CH2:26][CH2:25][CH2:24][CH2:23]2)[CH:16]=1)=[O:14])[C:2]1[CH:3]=[CH:4][CH:5]=[CH:6][CH:7]=1. The yield is 0.550. (4) The reactants are [CH2:1]([O:3][C:4](=[O:30])[CH2:5][CH2:6][CH2:7][CH2:8][N:9]1[CH2:14][CH2:13][O:12][C@@H:11]([CH2:15][NH:16][C:17](=[O:29])[C:18]2[CH:23]=[C:22]([Cl:24])[C:21]([NH2:25])=[CH:20][C:19]=2[O:26][CH2:27][CH3:28])[CH2:10]1)[CH3:2].[N:31]12CC[CH:34]([CH2:35][CH2:36]1)[CH:33](O)[CH2:32]2.C(OCC)(=O)C. The catalyst is C1(C)C=CC=CC=1.CCO.CCO.CCO.CCO.[Ti]. The product is [NH2:25][C:21]1[C:22]([Cl:24])=[CH:23][C:18]([C:17]([NH:16][CH2:15][C@H:11]2[CH2:10][N:9]([CH2:8][CH2:7][CH2:6][CH2:5][C:4]([O:3][C@@H:1]3[CH:34]4[CH2:35][CH2:36][N:31]([CH2:32][CH2:33]4)[CH2:2]3)=[O:30])[CH2:14][CH2:13][O:12]2)=[O:29])=[C:19]([O:26][CH2:27][CH3:28])[CH:20]=1. The yield is 0.236.